This data is from Full USPTO retrosynthesis dataset with 1.9M reactions from patents (1976-2016). The task is: Predict the reactants needed to synthesize the given product. (1) Given the product [F:28][C:26]([F:27])([F:29])[C:23]1[CH:24]=[CH:25][C:18]2[C:17]([N:14]3[CH2:15][CH2:16][N:11]([CH2:10][C@@H:8]4[CH2:9][C@H:7]4[C:5]([OH:6])=[O:4])[CH2:12][CH2:13]3)=[CH:21][S:20][C:19]=2[CH:22]=1, predict the reactants needed to synthesize it. The reactants are: [OH-].[Na+].C[O:4][C:5]([C@@H:7]1[CH2:9][C@H:8]1[CH2:10][N:11]1[CH2:16][CH2:15][N:14]([C:17]2[C:18]3[CH:25]=[CH:24][C:23]([C:26]([F:29])([F:28])[F:27])=[CH:22][C:19]=3[S:20][CH:21]=2)[CH2:13][CH2:12]1)=[O:6]. (2) Given the product [Br:39][CH2:40][S:41]([N:23]1[CH2:24][CH2:25][N:20]([C:10]2[N:11]=[C:12]([N:14]3[CH2:15][CH2:16][O:17][CH2:18][CH2:19]3)[N:13]=[C:8]([N:7]3[C:6]4[CH:26]=[CH:27][CH:28]=[C:29]([O:30][CH3:31])[C:5]=4[N:4]=[C:3]3[CH:2]([F:1])[F:32])[N:9]=2)[CH2:21][CH2:22]1)(=[O:43])=[O:42], predict the reactants needed to synthesize it. The reactants are: [F:1][CH:2]([F:32])[C:3]1[N:7]([C:8]2[N:13]=[C:12]([N:14]3[CH2:19][CH2:18][O:17][CH2:16][CH2:15]3)[N:11]=[C:10]([N:20]3[CH2:25][CH2:24][NH:23][CH2:22][CH2:21]3)[N:9]=2)[C:6]2[CH:26]=[CH:27][CH:28]=[C:29]([O:30][CH3:31])[C:5]=2[N:4]=1.C([O-])([O-])=O.[K+].[K+].[Br:39][CH2:40][S:41](Br)(=[O:43])=[O:42]. (3) Given the product [CH2:4]([O:6][CH2:7][C@@H:8]([C:35]([OH:37])=[O:36])[NH:9][C:10]([C:12]1[C:21]([NH:22][C:23]([NH:25][C:26]2[C:31]([CH3:32])=[CH:30][C:29]([CH3:33])=[CH:28][C:27]=2[CH3:34])=[O:24])=[CH:20][C:19]2[C:14](=[CH:15][CH:16]=[CH:17][CH:18]=2)[CH:13]=1)=[O:11])[CH3:5], predict the reactants needed to synthesize it. The reactants are: O.[OH-].[Li+].[CH2:4]([O:6][CH2:7][C@@H:8]([C:35]([O:37]C)=[O:36])[NH:9][C:10]([C:12]1[C:21]([NH:22][C:23]([NH:25][C:26]2[C:31]([CH3:32])=[CH:30][C:29]([CH3:33])=[CH:28][C:27]=2[CH3:34])=[O:24])=[CH:20][C:19]2[C:14](=[CH:15][CH:16]=[CH:17][CH:18]=2)[CH:13]=1)=[O:11])[CH3:5].O.Cl. (4) Given the product [Br:10][C:7]1[CH:6]=[C:3]2[C:2](=[CH:9][CH:8]=1)[N:1]=[C:26]([C:19]1[CH:20]=[C:21]([O:24][CH3:25])[CH:22]=[CH:23][C:18]=1[C:15]1[CH:14]=[CH:13][C:12]([Cl:11])=[CH:17][CH:16]=1)[CH:27]=[CH:4]2, predict the reactants needed to synthesize it. The reactants are: [NH2:1][C:2]1[CH:9]=[CH:8][C:7]([Br:10])=[CH:6][C:3]=1[CH:4]=O.[Cl:11][C:12]1[CH:17]=[CH:16][C:15]([C:18]2[CH:23]=[CH:22][C:21]([O:24][CH3:25])=[CH:20][C:19]=2[C:26](=O)[CH3:27])=[CH:14][CH:13]=1.[OH-].[K+]. (5) Given the product [C:1]([O:5][C:6]([NH:8][C@@H:9]([C:13]([OH:15])=[O:14])[CH2:10][O:11][CH3:12])=[O:7])([CH3:4])([CH3:2])[CH3:3], predict the reactants needed to synthesize it. The reactants are: [C:1]([O:5][C:6]([NH:8][C@@H:9]([C:13]([O:15]C)=[O:14])[CH2:10][O:11][CH3:12])=[O:7])([CH3:4])([CH3:3])[CH3:2].O.O.[OH-].[Li+].